From a dataset of Reaction yield outcomes from USPTO patents with 853,638 reactions. Predict the reaction yield, written as a fraction of the theoretical maximum amount of product (1.0 means a 100% yield; for example, 0.34 means a 34% yield). (1) The product is [CH:1]([N:4]1[C:8]([C:9]2[N:18]=[C:17]3[C:16]4[CH:19]=[CH:20][C:21]([CH2:23][CH2:24][S:25]([NH2:28])(=[O:26])=[O:27])=[CH:22][C:15]=4[O:14][CH2:13][CH2:12][N:11]3[CH:10]=2)=[N:7][CH:6]=[N:5]1)([CH3:3])[CH3:2]. The yield is 0.490. The reactants are [CH:1]([N:4]1[C:8]([C:9]2[N:18]=[C:17]3[N:11]([CH2:12][CH2:13][O:14][C:15]4[CH:22]=[C:21](/[CH:23]=[CH:24]/[S:25]([NH2:28])(=[O:27])=[O:26])[CH:20]=[CH:19][C:16]=43)[CH:10]=2)=[N:7][CH:6]=[N:5]1)([CH3:3])[CH3:2]. The catalyst is C(Cl)Cl.[Pd]. (2) The reactants are [F:1][C:2]1[C:3]([CH3:25])=[C:4]([C@:8]2([C:21]([O:23][CH3:24])=[O:22])[CH2:12][CH2:11][C:10](OS(C(F)(F)F)(=O)=O)=[CH:9]2)[CH:5]=[CH:6][CH:7]=1.[Cl:26][C:27]1[CH:28]=[N:29][CH:30]=[C:31](B(O)O)[CH:32]=1.COCCOC. The yield is 0.560. The product is [F:1][C:2]1[C:3]([CH3:25])=[C:4]([C@:8]2([C:21]([O:23][CH3:24])=[O:22])[CH2:12][CH2:11][C:10]([C:31]3[CH:30]=[N:29][CH:28]=[C:27]([Cl:26])[CH:32]=3)=[CH:9]2)[CH:5]=[CH:6][CH:7]=1. The catalyst is C1(P(C2C=CC=CC=2)C2C=CC=CC=2)C=CC=CC=1.C1(P(C2C=CC=CC=2)C2C=CC=CC=2)C=CC=CC=1.C1(P(C2C=CC=CC=2)C2C=CC=CC=2)C=CC=CC=1.C1(P(C2C=CC=CC=2)C2C=CC=CC=2)C=CC=CC=1.[Pd].CO. (3) The reactants are [CH:1]1([CH2:6][CH:7]([C:11]2[CH:16]=[CH:15][C:14]([I:17])=[CH:13][CH:12]=2)[C:8]([OH:10])=[O:9])[CH2:5][CH2:4][CH2:3][CH2:2]1.[CH3:18]O. The catalyst is S(=O)(=O)(O)O. The product is [CH3:18][O:9][C:8](=[O:10])[CH:7]([C:11]1[CH:16]=[CH:15][C:14]([I:17])=[CH:13][CH:12]=1)[CH2:6][CH:1]1[CH2:5][CH2:4][CH2:3][CH2:2]1. The yield is 0.970. (4) The catalyst is C(Cl)Cl.CN(C=O)C.CN(C1C=CN=CC=1)C. The yield is 0.730. The product is [CH:1]([C:4]1([C:10]([O:12][CH2:19][C:20]2[CH:25]=[CH:24][CH:23]=[CH:22][CH:21]=2)=[O:11])[CH2:8][CH2:7][C:6](=[O:9])[CH2:5]1)([CH3:3])[CH3:2]. The reactants are [CH:1]([C:4]1([C:10]([OH:12])=[O:11])[CH2:8][CH2:7][C:6](=[O:9])[CH2:5]1)([CH3:3])[CH3:2].C(Cl)(=O)C(Cl)=O.[CH2:19](O)[C:20]1[CH:25]=[CH:24][CH:23]=[CH:22][CH:21]=1.C(N(CC)CC)C. (5) The reactants are [NH:1]1[C:10]2[CH2:9][CH2:8][CH2:7][C:6](=[O:11])[C:5]=2[CH:4]=[CH:3][C:2]1=O.P(Cl)(Cl)([Cl:15])=O.[OH-].[Na+]. The catalyst is C(#N)C. The product is [Cl:15][C:2]1[CH:3]=[CH:4][C:5]2[C:6](=[O:11])[CH2:7][CH2:8][CH2:9][C:10]=2[N:1]=1. The yield is 0.740. (6) The reactants are [NH2:1][C:2]1[CH:3]=[C:4]([C@@H:9]2[CH2:13][NH:12][C:11](=[O:14])[CH2:10]2)[CH:5]=[CH:6][C:7]=1[Cl:8].[Br:15]N1C(=O)CCC1=O. The catalyst is C(Cl)(Cl)Cl.C(O)(=O)C.[Cl-].[NH4+]. The product is [NH2:1][C:2]1[CH:3]=[C:4]([C@@H:9]2[CH2:13][NH:12][C:11](=[O:14])[CH2:10]2)[C:5]([Br:15])=[CH:6][C:7]=1[Cl:8]. The yield is 0.880.